From a dataset of Tyrosyl-DNA phosphodiesterase HTS with 341,365 compounds. Binary Classification. Given a drug SMILES string, predict its activity (active/inactive) in a high-throughput screening assay against a specified biological target. (1) The molecule is S(=O)(=O)(NC)c1cc(ccc1)C(OCC(=O)c1cc2OCCOc2cc1)=O. The result is 0 (inactive). (2) The molecule is Brc1ccc(cc1)/C=N\Nc1c(Cl)c(=O)n(nc1)c1ccccc1. The result is 0 (inactive). (3) The compound is O=C1N(CC(C1)C(O)=O)CCc1cc(OC)c(OC)cc1. The result is 0 (inactive). (4) The drug is O=c1n(c(=O)n(c2nc3n(CC(CN3CCc3ccccc3)C)c12)C)CCOCC. The result is 0 (inactive).